This data is from Human Reference Interactome with 51,813 positive PPI pairs across 8,248 proteins, plus equal number of experimentally-validated negative pairs. The task is: Binary Classification. Given two protein amino acid sequences, predict whether they physically interact or not. (1) Protein 2 (ENSG00000180318) has sequence MEFLSEKFALKSPPSKNSDFYMGAGGPLEHVMETLDNESFYSKASAGKCVQAFGPLPRAEHHVRLERTSPCQDSSVNYGITKVEGQPLHTELNRAMDNCNSLRMSPVKGMQEKGELDELGDKCDSNVSSSKKRRHRTTFTSLQLEELEKVFQKTHYPDVYVREQLALRTELTEARVQVWFQNRRAKWRKRERYGQIQQAKSHFAATYDISVLPRTDSYPQIQNNLWAGNASGGSVVTSCMLPRDTSSCMTPYSHSPRTDSSYTGFSNHQNQFSHVPLNNFFTDSLLTGATNGHAFETKPE.... Protein 1 (ENSG00000145908) has sequence MMKSQGLVSFKDVAVDFTQEEWQQLDPSQRTLYRDVMLENYSHLVSMGYPVSKPDVISKLEQGEEPWIIKGDISNWIYPDEYQADGRQDRKSNLHNSQSCILGTVSFHHKILKGVTRDGSLCSILKVCQGDGQLQRFLENQDKLFRQVTFVNSKTVTEASGHKYNPLGKIFQECIETDISIQRFHKYDAFKKNLKPNIDLPSCYKSNSRKKPDQSFGGGKSSSQSEPNSNLEKIHNGVIPFDDNQCGNVFRNTQSLIQYQNVETKEKSCVCVTCGKAFAKKSQLIVHQRIHTGKKPYDCG.... Result: 1 (the proteins interact). (2) Protein 1 (ENSG00000115648) has sequence MGKKLDLSKLTDEEAQHVLEVVQRDFDLRRKEEERLEALKGKIKKESSKRELLSDTAHLNETHCARCLQPYQLLVNSKRQCLECGLFTCKSCGRVHPEEQGWICDPCHLARVVKIGSLEWYYEHVKARFKRFGSAKVIRSLHGRLQGGAGPELISEERSGDSDQTDEDGEPGSEAQAQAQPFGSKKKRLLSVHDFDFEGDSDDSTQPQGHSLHLSSVPEARDSPQSLTDESCSEKAAPHKAEGLEEADTGASGCHSHPEEQPTSISPSRHGALAELCPPGGSHRMALGTAAALGSNVIRN.... Protein 2 (ENSG00000179083) has sequence MGKRDNRVAYMNPIAMARWRGPTQSVGPTIQDYLNRPRPTWEEVKKQLENKKTGSKALAEFEEKMNENWKKELEKSREKLLSGNESSSKKRERKKKRKKKSCRSSSSSSSSDSSSSSSDSEDEEKKQGKRRKKKKNRSYKSSQSSTHESESESKESVKKKKKSKDETEKEKDVRSLSKKRKKSYPDDKPLSSESSSESDYEEDVQAKKKRRCEEREQAKEKVKKKKKKQHKKHSKKKKKKSGSSHKSR*. Result: 0 (the proteins do not interact). (3) Protein 1 (ENSG00000197782) has sequence MVHGSVTFRDVAIDFSQEEWECLQPDQRTLYRDVMLENYSHLISLGSSISKPDVITLLEQEKEPWMVVRKETSRRYPDLELKYGPEKVSPENDTSEVNLPKQVIKQISTTLGIEAFYFRNDSEYRQFEGLQGYQEGNINQKMISYEKLPTHTPHASLICNTHKPYECKECGKYFSRSANLIQHQSIHTGEKPFECKECGKAFRLHIQFTRHQKFHTGEKPFECNECGKAFSLLTLLNRHKNIHTGEKLFECKECGKSFNRSSNLVQHQSIHSGVKPYECKECGKGFNRGAHLIQHQKIHS.... Protein 2 (ENSG00000132963) has sequence MNARGLGSELKDSIPVTELSASGPFESHDLLRKGFSCVKNELLPSHPLELSEKNFQLNQDKMNFSTLRNIQGLFAPLKLQMEFKAVQQVQRLPFLSSSNLSLDVLRGNDETIGFEDILNDPSQSEVMGEPHLMVEYKLGLL*MNFSTLRNIQGLFAPLKLQMEFKAVQQVQRLPFLSSSNLSLDVLRGNDETIGFEDILNDPSQSEVMGEPHLMVEYKLGLL*. Result: 0 (the proteins do not interact).